From a dataset of Reaction yield outcomes from USPTO patents with 853,638 reactions. Predict the reaction yield, written as a fraction of the theoretical maximum amount of product (1.0 means a 100% yield; for example, 0.34 means a 34% yield). (1) The reactants are Cl[C:2]1[C:3]([C:10]2[CH:11]=[N:12][C:13]([C:16]([F:19])([F:18])[F:17])=[CH:14][CH:15]=2)=[CH:4][C:5]([C:8]#[N:9])=[N:6][CH:7]=1.[Zn](C)[CH3:21]. The catalyst is O1CCOCC1.C1C=CC(P(C2C=CC=CC=2)[C-]2C=CC=C2)=CC=1.C1C=CC(P(C2C=CC=CC=2)[C-]2C=CC=C2)=CC=1.Cl[Pd]Cl.[Fe+2]. The product is [CH3:21][C:2]1[C:3]([C:10]2[CH:11]=[N:12][C:13]([C:16]([F:19])([F:18])[F:17])=[CH:14][CH:15]=2)=[CH:4][C:5]([C:8]#[N:9])=[N:6][CH:7]=1. The yield is 0.290. (2) The reactants are [CH:1]([C:4]1([C:11]2[CH:16]=[CH:15][CH:14]=[CH:13][CH:12]=2)[NH:8]C(=O)N[C:5]1=[O:10])([CH3:3])[CH3:2].[OH-:17].[Na+]. The catalyst is O1CCOCC1. The product is [NH2:8][C:4]([C:11]1[CH:16]=[CH:15][CH:14]=[CH:13][CH:12]=1)([CH:1]([CH3:3])[CH3:2])[C:5]([OH:17])=[O:10]. The yield is 0.500. (3) The reactants are [H-].[Na+].[C:3]([OH:8])#[C:4][CH2:5][CH2:6][CH3:7].[CH:9]1[CH:14]=[CH:13][C:12]([CH2:15]Br)=[CH:11][CH:10]=1. The catalyst is C1COCC1. The product is [CH2:3]([O:8][CH2:15][C:12]1[CH:13]=[CH:14][CH:9]=[CH:10][CH:11]=1)[CH2:4][CH2:5][C:6]#[CH:7]. The yield is 0.940.